From a dataset of Full USPTO retrosynthesis dataset with 1.9M reactions from patents (1976-2016). Predict the reactants needed to synthesize the given product. (1) The reactants are: FC(F)(F)S(O[C:7]1[CH:12]=[CH:11][C:10]([F:13])=[C:9]([NH:14][CH2:15][C:16]2([CH3:22])[CH2:21][CH2:20][O:19][CH2:18][CH2:17]2)[N:8]=1)(=O)=O.[Cl:25][C:26]1[C:27](B(O)O)=[CH:28][C:29]([F:32])=[N:30][CH:31]=1.C([O-])([O-])=O.[Na+].[Na+]. Given the product [Cl:25][C:26]1[C:27]([C:7]2[CH:12]=[CH:11][C:10]([F:13])=[C:9]([NH:14][CH2:15][C:16]3([CH3:22])[CH2:17][CH2:18][O:19][CH2:20][CH2:21]3)[N:8]=2)=[CH:28][C:29]([F:32])=[N:30][CH:31]=1, predict the reactants needed to synthesize it. (2) Given the product [C:1]([C:3]1[CH:8]=[CH:7][C:6]([NH:9][C:10]([CH:12]2[NH:16][CH:15]([CH2:17][C:18]([CH3:21])([CH3:20])[CH3:19])[C:14]3([C:29]4[C:24](=[CH:25][C:26]([Cl:30])=[CH:27][CH:28]=4)[NH:23][C:22]3=[O:31])[CH:13]2[C:32]2[CH:37]=[C:36]([F:38])[CH:35]=[C:34]([Cl:39])[CH:33]=2)=[O:11])=[C:5]([O:40][CH3:41])[CH:4]=1)(=[O:42])[NH2:2], predict the reactants needed to synthesize it. The reactants are: [C:1]([C:3]1[CH:8]=[CH:7][C:6]([NH:9][C:10]([CH:12]2[NH:16][CH:15]([CH2:17][C:18]([CH3:21])([CH3:20])[CH3:19])[C:14]3([C:29]4[C:24](=[CH:25][C:26]([Cl:30])=[CH:27][CH:28]=4)[NH:23][C:22]3=[O:31])[CH:13]2[C:32]2[CH:37]=[C:36]([F:38])[CH:35]=[C:34]([Cl:39])[CH:33]=2)=[O:11])=[C:5]([O:40][CH3:41])[CH:4]=1)#[N:2].[OH:42]O.[OH-].[Na+]. (3) The reactants are: [CH3:1][O:2][C:3](=[O:25])[C:4]1[CH:9]=[C:8](I)[CH:7]=[N:6][C:5]=1[O:11][C:12]1[CH:17]=[CH:16][C:15]([O:18][C:19]2[CH:24]=[CH:23][CH:22]=[CH:21][CH:20]=2)=[CH:14][CH:13]=1.[C:26]([O:30][C:31](=[O:39])[NH:32][CH:33]1[CH2:38][CH2:37][CH2:36][NH:35][CH2:34]1)([CH3:29])([CH3:28])[CH3:27].C(=O)([O-])[O-].[Cs+].[Cs+].C1(P(C2CCCCC2)C2C=CC=CC=2C2C(OC(C)C)=CC=CC=2OC(C)C)CCCCC1. Given the product [CH3:1][O:2][C:3]([C:4]1[CH:9]=[C:8]([N:35]2[CH2:36][CH2:37][CH2:38][CH:33]([NH:32][C:31]([O:30][C:26]([CH3:29])([CH3:28])[CH3:27])=[O:39])[CH2:34]2)[CH:7]=[N:6][C:5]=1[O:11][C:12]1[CH:17]=[CH:16][C:15]([O:18][C:19]2[CH:24]=[CH:23][CH:22]=[CH:21][CH:20]=2)=[CH:14][CH:13]=1)=[O:25], predict the reactants needed to synthesize it. (4) Given the product [CH:1]1([CH2:4][CH:5]([C:15]#[N:16])[CH:6]([SiH:12]([CH3:13])[CH3:14])[C:7]([O:9][CH2:10][C:11]2[CH:24]=[CH:25][CH:20]=[CH:21][CH:22]=2)=[O:8])[CH2:3][CH2:2]1, predict the reactants needed to synthesize it. The reactants are: [CH:1]1([CH2:4][CH:5]([C:15]#[N:16])[CH:6]([SiH:12]([CH3:14])[CH3:13])[C:7]([O:9][CH2:10][CH3:11])=[O:8])[CH2:3][CH2:2]1.[OH-].[Li+].C(O)[C:20]1[CH:25]=[CH:24]C=[CH:22][CH:21]=1.C1(N=C=NC2CCCCC2)CCCCC1.Cl. (5) Given the product [F:1][B-:2]([F:5])([F:4])[F:3].[C:6]([C@H:10]1[N:17]2[C:13](=[N:14][N+:15]([C:18]3[C:19]([F:28])=[C:20]([F:27])[C:21]([F:26])=[C:22]([F:25])[C:23]=3[F:24])=[CH:16]2)[C@@H:12]([F:29])[CH2:11]1)([CH3:9])([CH3:7])[CH3:8], predict the reactants needed to synthesize it. The reactants are: [F:1][B-:2]([F:5])([F:4])[F:3].[C:6]([C@H:10]1[N:17]2[C:13](=[N:14][N+:15]([C:18]3[C:23]([F:24])=[C:22]([F:25])[C:21]([F:26])=[C:20]([F:27])[C:19]=3[F:28])=[CH:16]2)[C@H:12]([F:29])[CH2:11]1)([CH3:9])([CH3:8])[CH3:7].C([C@@H]1NC(=O)[C@H](F)C1)(C)(C)C.[Na+].[Cl-]. (6) Given the product [CH2:23]([NH:9][C:7]1[CH:8]=[C:3]([O:2][CH3:1])[CH:4]=[CH:5][C:6]=1[CH:10]1[CH2:19][CH2:18][C:17]2[C:12](=[CH:13][CH:14]=[C:15]([O:20][CH3:21])[CH:16]=2)[CH2:11]1)[CH3:24], predict the reactants needed to synthesize it. The reactants are: [CH3:1][O:2][C:3]1[CH:4]=[CH:5][C:6]([CH:10]2[CH2:19][CH2:18][C:17]3[C:12](=[CH:13][CH:14]=[C:15]([O:20][CH3:21])[CH:16]=3)[CH2:11]2)=[C:7]([NH2:9])[CH:8]=1.N1C=CC=[CH:24][CH:23]=1.C(OC(=O)C)(=O)C.Cl. (7) Given the product [Br:1][C:2]1[C:3]([OH:10])=[C:4](/[CH:5]=[CH:16]/[C:11]([O:13][CH2:14][CH3:15])=[O:12])[CH:7]=[CH:8][CH:9]=1, predict the reactants needed to synthesize it. The reactants are: [Br:1][C:2]1[C:3]([OH:10])=[C:4]([CH:7]=[CH:8][CH:9]=1)[CH:5]=O.[C:11]([CH:16]=P(C1C=CC=CC=1)(C1C=CC=CC=1)C1C=CC=CC=1)([O:13][CH2:14][CH3:15])=[O:12].